Task: Predict the product of the given reaction.. Dataset: Forward reaction prediction with 1.9M reactions from USPTO patents (1976-2016) (1) Given the reactants [CH3:1][O:2][C:3]([C:5]1[N:6]=[CH:7][C:8]2[C:9](=[O:27])[N:10](CC3C=CC(OC)=CC=3OC)[CH:11]=[CH:12][C:13]=2[C:14]=1[OH:15])=[O:4], predict the reaction product. The product is: [CH3:1][O:2][C:3]([C:5]1[N:6]=[CH:7][C:8]2[C:9](=[O:27])[NH:10][CH:11]=[CH:12][C:13]=2[C:14]=1[OH:15])=[O:4]. (2) Given the reactants [CH2:1]([O:8][NH:9][C:10]([C:12]1[C:13]([NH:24][CH:25]2[CH2:27][CH2:26]2)=[N:14][C:15]([N:19]2[CH2:23][CH2:22][CH2:21][CH2:20]2)=[C:16]([F:18])[CH:17]=1)=[O:11])[C:2]1[CH:7]=[CH:6][CH:5]=[CH:4][CH:3]=1.[C:28](N1C=CN=C1)(N1C=CN=C1)=[O:29], predict the reaction product. The product is: [CH2:1]([O:8][N:9]1[C:10](=[O:11])[C:12]2[CH:17]=[C:16]([F:18])[C:15]([N:19]3[CH2:20][CH2:21][CH2:22][CH2:23]3)=[N:14][C:13]=2[N:24]([CH:25]2[CH2:27][CH2:26]2)[C:28]1=[O:29])[C:2]1[CH:7]=[CH:6][CH:5]=[CH:4][CH:3]=1. (3) Given the reactants Cl[C:2]1[N:7]=[CH:6][N:5]=[C:4]([N:8]2[CH2:13][CH2:12][N:11]([C:14]([O:16][C:17]([CH3:20])([CH3:19])[CH3:18])=[O:15])[CH2:10][CH2:9]2)[CH:3]=1.[F:21][C:22]1[CH:27]=[CH:26][C:25](B(O)O)=[CH:24][CH:23]=1.C(=O)([O-])[O-].[Na+].[Na+].C1(C)C=CC=CC=1, predict the reaction product. The product is: [F:21][C:22]1[CH:27]=[CH:26][C:25]([C:2]2[N:7]=[CH:6][N:5]=[C:4]([N:8]3[CH2:13][CH2:12][N:11]([C:14]([O:16][C:17]([CH3:20])([CH3:19])[CH3:18])=[O:15])[CH2:10][CH2:9]3)[CH:3]=2)=[CH:24][CH:23]=1. (4) Given the reactants C([O:5][C:6]([CH:8]1[CH2:13][CH2:12][N:11]([C:14]2[C:24]([Cl:25])=[CH:23][C:17]([C:18]([O:20][CH2:21][CH3:22])=[O:19])=[C:16]([S:26][CH3:27])[N:15]=2)[CH2:10][CH2:9]1)=[O:7])(C)(C)C, predict the reaction product. The product is: [Cl:25][C:24]1[C:14]([N:11]2[CH2:10][CH2:9][CH:8]([C:6]([OH:7])=[O:5])[CH2:13][CH2:12]2)=[N:15][C:16]([S:26][CH3:27])=[C:17]([C:18]([O:20][CH2:21][CH3:22])=[O:19])[CH:23]=1. (5) Given the reactants Cl.Cl.Cl.[N:4]1[CH:9]=[CH:8][C:7]([C:10]2[N:14]3[N:15]=[C:16]([NH:19][C@H:20]4[CH2:25][CH2:24][C@H:23]([NH2:26])[CH2:22][CH2:21]4)[CH:17]=[CH:18][C:13]3=[N:12][CH:11]=2)=[CH:6][CH:5]=1.[O:27]([C:29]#[N:30])[K].C([O-])(=O)C.[Na+], predict the reaction product. The product is: [N:4]1[CH:9]=[CH:8][C:7]([C:10]2[N:14]3[N:15]=[C:16]([NH:19][C@H:20]4[CH2:21][CH2:22][C@H:23]([NH:26][C:29]([NH2:30])=[O:27])[CH2:24][CH2:25]4)[CH:17]=[CH:18][C:13]3=[N:12][CH:11]=2)=[CH:6][CH:5]=1. (6) Given the reactants CB1OB(C)OB(C)O1.[C:10]([O-])([O-])=O.[Cs+].[Cs+].Cl[C:17]1[N:22]=[CH:21][C:20]([NH:23][C:24](=[O:33])[C:25]2[CH:30]=[CH:29][C:28]([F:31])=[C:27]([F:32])[CH:26]=2)=[CH:19][N:18]=1.O, predict the reaction product. The product is: [F:32][C:27]1[CH:26]=[C:25]([CH:30]=[CH:29][C:28]=1[F:31])[C:24]([NH:23][C:20]1[CH:19]=[N:18][C:17]([CH3:10])=[N:22][CH:21]=1)=[O:33]. (7) Given the reactants CN[C@@H]1CCCC[C@H]1NC.C(=O)([O-])[O-].[Cs+].[Cs+].[CH3:17][C:18]1[CH:19]=[CH:20][C:21]([N:34]2[N:38]=[CH:37][CH:36]=[N:35]2)=[C:22]([CH:33]=1)[C:23]([NH:25][CH2:26][CH2:27][C:28]1[CH:29]=[N:30][NH:31][CH:32]=1)=[O:24].Br[C:40]1[CH:45]=[CH:44][C:43]([F:46])=[CH:42][N:41]=1, predict the reaction product. The product is: [F:46][C:43]1[CH:44]=[CH:45][C:40]([N:31]2[CH:32]=[C:28]([CH2:27][CH2:26][NH:25][C:23](=[O:24])[C:22]3[CH:33]=[C:18]([CH3:17])[CH:19]=[CH:20][C:21]=3[N:34]3[N:35]=[CH:36][CH:37]=[N:38]3)[CH:29]=[N:30]2)=[N:41][CH:42]=1.